This data is from Forward reaction prediction with 1.9M reactions from USPTO patents (1976-2016). The task is: Predict the product of the given reaction. Given the reactants N[C:2]1[N:7]=[CH:6][C:5]([S:8]([NH:11][C:12]2[CH:13]=[CH:14][CH:15]=[C:16]3[C:20]=2[NH:19][CH:18]=[C:17]3[Cl:21])(=[O:10])=[O:9])=[CH:4][CH:3]=1.N([O-])=[O:23].[Na+].C(=O)(O)[O-].[Na+], predict the reaction product. The product is: [Cl:21][C:17]1[C:16]2[C:20](=[C:12]([NH:11][S:8]([C:5]3[CH:6]=[N:7][C:2]([OH:23])=[CH:3][CH:4]=3)(=[O:10])=[O:9])[CH:13]=[CH:14][CH:15]=2)[NH:19][CH:18]=1.